From a dataset of Forward reaction prediction with 1.9M reactions from USPTO patents (1976-2016). Predict the product of the given reaction. (1) Given the reactants [C:1]1([CH:7]([NH2:9])[CH3:8])[CH:6]=[CH:5][CH:4]=[CH:3][CH:2]=1.C(N(CC)CC)C.[C:17](OC(=O)C)(=[O:19])[CH3:18], predict the reaction product. The product is: [C:1]1([CH:7]([NH:9][C:17](=[O:19])[CH3:18])[CH3:8])[CH:6]=[CH:5][CH:4]=[CH:3][CH:2]=1. (2) Given the reactants Br[C:2]1[CH:3]=[C:4]([CH2:7][O:8][Si:9]([C:12]([CH3:15])([CH3:14])[CH3:13])([CH3:11])[CH3:10])[S:5][CH:6]=1.C1(P(C2CCCCC2)[C:23]2[CH:28]=[CH:27][CH:26]=[CH:25][C:24]=2[C:29]2C(N(C)C)=CC=C[C:30]=2N(C)C)CCCCC1.[Br-].CC([Zn+])C1C=CC=CC=1.C1COCC1, predict the reaction product. The product is: [C:12]([Si:9]([CH3:11])([CH3:10])[O:8][CH2:7][C:4]1[S:5][CH:6]=[C:2]([CH:29]([C:24]2[CH:25]=[CH:26][CH:27]=[CH:28][CH:23]=2)[CH3:30])[CH:3]=1)([CH3:15])([CH3:14])[CH3:13]. (3) Given the reactants Br[C:2]1[C:3]([O:13][CH:14]2[CH2:19][CH2:18][CH2:17][CH2:16][O:15]2)=[CH:4][C:5]([F:12])=[C:6]([CH:11]=1)[C:7]([O:9][CH3:10])=[O:8].COC1C=CC=C(OC)[C:27]=1[C:28]1[CH:29]=[CH:30][CH:31]=[CH:32][C:33]=1P(C1CCCCC1)C1CCCCC1.P([O-])([O-])([O-])=O.[K+].[K+].[K+].CC1(C)C(B2OC(C)(C)C(C)(C)O2)=CCC1, predict the reaction product. The product is: [CH3:29][C:28]1([CH3:27])[C:33]([C:2]2[C:3]([O:13][CH:14]3[CH2:19][CH2:18][CH2:17][CH2:16][O:15]3)=[CH:4][C:5]([F:12])=[C:6]([CH:11]=2)[C:7]([O:9][CH3:10])=[O:8])=[CH:32][CH2:31][CH2:30]1. (4) Given the reactants [C:1]([O:5][C:6]([NH:8][C:9]1([C:13]2[CH:18]=[CH:17][C:16]([C:19]3[N:20]=[C:21]4[CH:26]=[CH:25][C:24](C(O)=O)=[N:23][N:22]4[C:30]=3[C:31]3[CH:36]=[CH:35][CH:34]=[CH:33][CH:32]=3)=[CH:15][CH:14]=2)[CH2:12][CH2:11][CH2:10]1)=[O:7])([CH3:4])([CH3:3])[CH3:2].Cl.[CH3:38][O:39]NC.C1CN([P+](ON2N=N[C:61]3[CH:62]=[CH:63][CH:64]=[CH:65][C:60]2=3)(N2CCCC2)N2CCCC2)CC1.F[P-](F)(F)(F)(F)F.C(N(CC)C(C)C)(C)C.[CH3:84][N:85]([CH:87]=[O:88])C, predict the reaction product. The product is: [CH3:38][O:39][N:85]([CH3:84])[C:87]([C:60]1[CH:61]=[CH:62][C:63]([C:24]2[CH:25]=[CH:26][C:21]3[N:22]([C:30]([C:31]4[CH:32]=[CH:33][CH:34]=[CH:35][CH:36]=4)=[C:19]([C:16]4[CH:15]=[CH:14][C:13]([C:9]5([NH:8][C:6](=[O:7])[O:5][C:1]([CH3:2])([CH3:4])[CH3:3])[CH2:12][CH2:11][CH2:10]5)=[CH:18][CH:17]=4)[N:20]=3)[N:23]=2)=[CH:64][CH:65]=1)=[O:88]. (5) Given the reactants C(OP([CH2:9][C:10]([O:12][CH2:13][CH3:14])=[O:11])(OCC)=O)C.[H-].[Na+].[C:17]([C:21]1[CH:25]=[C:24]([CH:26]=O)[N:23]([CH2:28][C:29]2[CH:34]=[CH:33][C:32]([C:35]([F:38])([F:37])[F:36])=[CH:31][C:30]=2[Cl:39])[N:22]=1)([CH3:20])([CH3:19])[CH3:18].[Cl-].[NH4+], predict the reaction product. The product is: [C:17]([C:21]1[CH:25]=[C:24](/[CH:26]=[CH:9]/[C:10]([O:12][CH2:13][CH3:14])=[O:11])[N:23]([CH2:28][C:29]2[CH:34]=[CH:33][C:32]([C:35]([F:38])([F:37])[F:36])=[CH:31][C:30]=2[Cl:39])[N:22]=1)([CH3:20])([CH3:18])[CH3:19]. (6) Given the reactants [CH2:1]([O:8][C:9]1[CH:16]=[CH:15][C:12]([CH:13]=[O:14])=[CH:11][C:10]=1[O:17][CH2:18][CH3:19])[C:2]1[CH:7]=[CH:6][CH:5]=[CH:4][CH:3]=1.[N+:20]([O-])([OH:22])=[O:21], predict the reaction product. The product is: [CH2:1]([O:8][C:9]1[C:10]([O:17][CH2:18][CH3:19])=[CH:11][C:12]([CH:13]=[O:14])=[C:15]([N+:20]([O-:22])=[O:21])[CH:16]=1)[C:2]1[CH:3]=[CH:4][CH:5]=[CH:6][CH:7]=1. (7) Given the reactants Cl[CH2:2][C:3]1[CH:8]=[CH:7][C:6]([B:9]2[O:13][C:12]([CH3:15])([CH3:14])[C:11]([CH3:17])([CH3:16])[O:10]2)=[CH:5][CH:4]=1.C([O-])([O-])=O.[K+].[K+].[N:24]1[NH:25][N:26]=[CH:27][CH:28]=1, predict the reaction product. The product is: [CH3:16][C:11]1([CH3:17])[C:12]([CH3:15])([CH3:14])[O:13][B:9]([C:6]2[CH:7]=[CH:8][C:3]([CH2:2][N:25]3[N:26]=[CH:27][CH:28]=[N:24]3)=[CH:4][CH:5]=2)[O:10]1. (8) Given the reactants [CH3:1][N:2]1[CH2:7][CH2:6][N:5]([CH2:8][CH2:9][C:10]2[CH:15]=[CH:14][C:13]([NH2:16])=[CH:12][CH:11]=2)[CH2:4][CH2:3]1.[CH2:17]([O:19][C:20]([C:22]1[C:23](=[O:42])[C:24]2[CH:29]=[N:28][C:27](S(C)(=O)=O)=[N:26][C:25]=2[N:34]([CH:36]2[CH2:41][CH2:40][CH2:39][CH2:38][CH2:37]2)[CH:35]=1)=[O:21])[CH3:18], predict the reaction product. The product is: [CH2:17]([O:19][C:20]([C:22]1[C:23](=[O:42])[C:24]2[CH:29]=[N:28][C:27]([NH:16][C:13]3[CH:12]=[CH:11][C:10]([CH2:9][CH2:8][N:5]4[CH2:6][CH2:7][N:2]([CH3:1])[CH2:3][CH2:4]4)=[CH:15][CH:14]=3)=[N:26][C:25]=2[N:34]([CH:36]2[CH2:41][CH2:40][CH2:39][CH2:38][CH2:37]2)[CH:35]=1)=[O:21])[CH3:18]. (9) Given the reactants [Cl:1][C:2]1[CH:3]=[C:4](OS(C(F)(F)F)(=O)=O)[CH:5]=[CH:6][C:7]=1[CH:8]([CH3:28])[C:9]([C:15]1[CH:16]=[CH:17][C:18]2[O:23][CH2:22][C:21](=[O:24])[N:20]([CH2:25][CH3:26])[C:19]=2[CH:27]=1)([OH:14])[C:10]([F:13])([F:12])[F:11].[Cl:37][C:38]1[CH:39]=[C:40](B(O)O)[CH:41]=[CH:42][C:43]=1[C:44]([O:46][CH3:47])=[O:45].O.C([O-])([O-])=O.[Na+].[Na+], predict the reaction product. The product is: [CH3:47][O:46][C:44]([C:43]1[CH:42]=[CH:41][C:40]([C:4]2[CH:5]=[CH:6][C:7]([CH:8]([CH3:28])[C:9]([C:15]3[CH:16]=[CH:17][C:18]4[O:23][CH2:22][C:21](=[O:24])[N:20]([CH2:25][CH3:26])[C:19]=4[CH:27]=3)([OH:14])[C:10]([F:13])([F:11])[F:12])=[C:2]([Cl:1])[CH:3]=2)=[CH:39][C:38]=1[Cl:37])=[O:45]. (10) Given the reactants [Cl:1][C:2]1[CH:3]=[C:4]([CH:7]=[C:8]([O:10][C:11]2[C:12](=[O:31])[N:13]([CH2:21][C:22]3[C:30]4[C:25](=[N:26][CH:27]=[CH:28][CH:29]=4)[NH:24][N:23]=3)[CH:14]=[CH:15][C:16]=2[C:17]([F:20])([F:19])[F:18])[CH:9]=1)[C:5]#[N:6].C([O-])([O-])=O.[Cs+].[Cs+].[P:38]([O:50][CH2:51]Cl)([O:45][C:46]([CH3:49])([CH3:48])[CH3:47])([O:40][C:41]([CH3:44])([CH3:43])[CH3:42])=[O:39], predict the reaction product. The product is: [P:38]([O:50][CH2:51][N:24]1[C:25]2=[N:26][CH:27]=[CH:28][CH:29]=[C:30]2[C:22]([CH2:21][N:13]2[CH:14]=[CH:15][C:16]([C:17]([F:19])([F:20])[F:18])=[C:11]([O:10][C:8]3[CH:7]=[C:4]([C:5]#[N:6])[CH:3]=[C:2]([Cl:1])[CH:9]=3)[C:12]2=[O:31])=[N:23]1)([O:40][C:41]([CH3:44])([CH3:43])[CH3:42])([O:45][C:46]([CH3:47])([CH3:48])[CH3:49])=[O:39].